Task: Predict the reactants needed to synthesize the given product.. Dataset: Full USPTO retrosynthesis dataset with 1.9M reactions from patents (1976-2016) (1) Given the product [OH:29][C@:25]([C:22]1[CH:21]=[C:20]([CH3:19])[O:24][N:23]=1)([CH3:26])[C:27]#[C:28][C:2]1[CH:3]=[CH:4][C:5]2[O:11][CH2:10][CH2:9][N:8]3[CH:12]=[C:13]([C:15]([NH2:17])=[O:16])[N:14]=[C:7]3[C:6]=2[CH:18]=1, predict the reactants needed to synthesize it. The reactants are: Br[C:2]1[CH:3]=[CH:4][C:5]2[O:11][CH2:10][CH2:9][N:8]3[CH:12]=[C:13]([C:15]([NH2:17])=[O:16])[N:14]=[C:7]3[C:6]=2[CH:18]=1.[CH3:19][C:20]1[O:24][N:23]=[C:22]([C@:25]([OH:29])([C:27]#[CH:28])[CH3:26])[CH:21]=1. (2) Given the product [CH2:1]([N:8]1[C:16]2[C:11](=[CH:12][C:13]([C:24]3[CH:25]=[CH:26][C:21]([C:18](=[O:20])[CH3:19])=[CH:22][CH:23]=3)=[CH:14][CH:15]=2)[CH:10]=[CH:9]1)[C:2]1[CH:7]=[CH:6][CH:5]=[CH:4][CH:3]=1, predict the reactants needed to synthesize it. The reactants are: [CH2:1]([N:8]1[C:16]2[C:11](=[CH:12][C:13](Br)=[CH:14][CH:15]=2)[CH:10]=[CH:9]1)[C:2]1[CH:7]=[CH:6][CH:5]=[CH:4][CH:3]=1.[C:18]([C:21]1[CH:26]=[CH:25][C:24](B(O)O)=[CH:23][CH:22]=1)(=[O:20])[CH3:19].ClCCl.C(=O)([O-])[O-].[K+].[K+]. (3) Given the product [CH3:1][C:2]1[C:8](=[O:9])[C:7]([O:10][CH3:11])=[C:6]([O:12][CH3:13])[C:4](=[O:5])[C:3]=1[CH2:14]/[CH:15]=[C:16](/[CH2:18][CH2:19]/[CH:20]=[C:21](/[CH2:23][CH2:24]/[CH:25]=[C:26](/[CH2:28][CH2:29]/[CH:30]=[C:31](/[CH2:33][CH2:34]/[CH:35]=[C:36](/[CH2:38][CH2:39]/[CH:40]=[C:41](/[CH2:43][CH2:44]/[CH:45]=[C:46](/[CH2:48][CH2:49]/[CH:50]=[C:51](/[CH2:53][CH2:54]/[CH:55]=[C:56](/[CH2:58][CH2:59][CH:60]=[C:61]([CH3:63])[CH3:62])\[CH3:57])\[CH3:52])\[CH3:47])\[CH3:42])\[CH3:37])\[CH3:32])\[CH3:27])\[CH3:22])\[CH3:17].[OH2:65], predict the reactants needed to synthesize it. The reactants are: [CH3:1][C:2]1[C:8](=[O:9])[C:7]([O:10][CH3:11])=[C:6]([O:12][CH3:13])[C:4](=[O:5])[C:3]=1[CH2:14]/[CH:15]=[C:16](/[CH2:18][CH2:19]/[CH:20]=[C:21](/[CH2:23][CH2:24]/[CH:25]=[C:26](/[CH2:28][CH2:29]/[CH:30]=[C:31](/[CH2:33][CH2:34]/[CH:35]=[C:36](/[CH2:38][CH2:39]/[CH:40]=[C:41](/[CH2:43][CH2:44]/[CH:45]=[C:46](/[CH2:48][CH2:49]/[CH:50]=[C:51](/[CH2:53][CH2:54]/[CH:55]=[C:56](/[CH2:58][CH2:59][CH:60]=[C:61]([CH3:63])[CH3:62])\[CH3:57])\[CH3:52])\[CH3:47])\[CH3:42])\[CH3:37])\[CH3:32])\[CH3:27])\[CH3:22])\[CH3:17].C[O:65]C(OC(OC)=O)=O.CC1C(=O)C(OC)=C(OC)C(=O)C=1C/C=C(/CC/C=C(/CC/C=C(/CC/C=C(/CC/C=C(/CC/C=C(/CC/C=C(/CC/C=C(/CC/C=C(/CCC=C(C)C)\C)\C)\C)\C)\C)\C)\C)\C)\C. (4) Given the product [OH2:11].[IH:26].[CH3:1][N:2]([CH2:9][CH2:10][O:11][C:12]1[CH:25]=[CH:24][C:15]([CH2:16][CH:17]2[S:21][C:20](=[O:22])[NH:19][C:18]2=[O:23])=[CH:14][CH:13]=1)[C:3]1[CH:8]=[CH:7][CH:6]=[CH:5][N:4]=1, predict the reactants needed to synthesize it. The reactants are: [CH3:1][N:2]([CH2:9][CH2:10][O:11][C:12]1[CH:25]=[CH:24][C:15]([CH2:16][CH:17]2[S:21][C:20](=[O:22])[NH:19][C:18]2=[O:23])=[CH:14][CH:13]=1)[C:3]1[CH:8]=[CH:7][CH:6]=[CH:5][N:4]=1.[IH:26].I.S1CC(=O)NC1=O. (5) The reactants are: [F:1][C:2]1[CH:3]=[C:4]([CH2:9][C@@H:10]([C:25]2[C:30]([C:31]3[CH:32]=[C:33]([CH:37]=[CH:38][CH:39]=3)[C:34]([NH2:36])=[O:35])=[CH:29][CH:28]=[CH:27][N:26]=2)[NH:11][C:12](=[O:24])[CH2:13]C2C3C(=CC=C(F)C=3)NC=2)[CH:5]=[C:6]([F:8])[CH:7]=1.FC(F)(F)C(O)=O.N[C@H](C1C(C2C=C(C=CC=2)C(N)=O)=CC=CN=1)CC1C=C(F)C=C(F)C=1.[CH3:73][C:74]1[C:78]([CH3:79])=[C:77]([CH3:80])[N:76](CC(O)=O)[N:75]=1. Given the product [F:8][C:6]1[CH:5]=[C:4]([CH2:9][C@@H:10]([C:25]2[C:30]([C:31]3[CH:32]=[C:33]([CH:37]=[CH:38][CH:39]=3)[C:34]([NH2:36])=[O:35])=[CH:29][CH:28]=[CH:27][N:26]=2)[NH:11][C:12](=[O:24])[CH2:13][N:75]2[C:74]([CH3:73])=[C:78]([CH3:79])[C:77]([CH3:80])=[N:76]2)[CH:3]=[C:2]([F:1])[CH:7]=1, predict the reactants needed to synthesize it. (6) Given the product [Br:1][C:2]1[C:3]([C:12]2[CH:17]=[CH:16][CH:15]=[CH:14][CH:13]=2)=[N:4][N:5]2[C:10]([N:18]3[CH2:22][CH2:21][CH2:20][CH2:19]3)=[CH:9][CH:8]=[N:7][C:6]=12, predict the reactants needed to synthesize it. The reactants are: [Br:1][C:2]1[C:3]([C:12]2[CH:17]=[CH:16][CH:15]=[CH:14][CH:13]=2)=[N:4][N:5]2[C:10](Cl)=[CH:9][CH:8]=[N:7][C:6]=12.[NH:18]1[CH2:22][CH2:21][CH2:20][CH2:19]1. (7) Given the product [NH2:12][C:9]1[N:8]=[CH:7][N:6]=[C:5]2[C:10]=1[N:11]=[C:3]([N:1]1[C:17]3[CH2:18][CH2:19][CH2:20][C:21](=[O:22])[C:16]=3[C:13]([CH3:14])=[N:2]1)[NH:4]2, predict the reactants needed to synthesize it. The reactants are: [NH:1]([C:3]1[NH:4][C:5]2[C:10]([N:11]=1)=[C:9]([NH2:12])[N:8]=[CH:7][N:6]=2)[NH2:2].[C:13]([CH:16]1[C:21](=[O:22])[CH2:20][CH2:19][CH2:18][C:17]1=O)(=O)[CH3:14].